From a dataset of NCI-60 drug combinations with 297,098 pairs across 59 cell lines. Regression. Given two drug SMILES strings and cell line genomic features, predict the synergy score measuring deviation from expected non-interaction effect. (1) Drug 1: CCC1(CC2CC(C3=C(CCN(C2)C1)C4=CC=CC=C4N3)(C5=C(C=C6C(=C5)C78CCN9C7C(C=CC9)(C(C(C8N6C=O)(C(=O)OC)O)OC(=O)C)CC)OC)C(=O)OC)O.OS(=O)(=O)O. Drug 2: CC12CCC3C(C1CCC2O)C(CC4=C3C=CC(=C4)O)CCCCCCCCCS(=O)CCCC(C(F)(F)F)(F)F. Cell line: NCIH23. Synergy scores: CSS=48.6, Synergy_ZIP=5.38, Synergy_Bliss=8.48, Synergy_Loewe=-36.1, Synergy_HSA=4.30. (2) Drug 1: CC1=C2C(C(=O)C3(C(CC4C(C3C(C(C2(C)C)(CC1OC(=O)C(C(C5=CC=CC=C5)NC(=O)OC(C)(C)C)O)O)OC(=O)C6=CC=CC=C6)(CO4)OC(=O)C)OC)C)OC. Drug 2: C1CCN(CC1)CCOC2=CC=C(C=C2)C(=O)C3=C(SC4=C3C=CC(=C4)O)C5=CC=C(C=C5)O. Cell line: NCI/ADR-RES. Synergy scores: CSS=6.72, Synergy_ZIP=-0.785, Synergy_Bliss=3.40, Synergy_Loewe=-1.45, Synergy_HSA=2.19. (3) Synergy scores: CSS=-4.51, Synergy_ZIP=-1.34, Synergy_Bliss=-6.67, Synergy_Loewe=-7.42, Synergy_HSA=-5.85. Drug 2: CNC(=O)C1=NC=CC(=C1)OC2=CC=C(C=C2)NC(=O)NC3=CC(=C(C=C3)Cl)C(F)(F)F. Cell line: SK-OV-3. Drug 1: C1=CC(=CC=C1C#N)C(C2=CC=C(C=C2)C#N)N3C=NC=N3. (4) Drug 1: CS(=O)(=O)C1=CC(=C(C=C1)C(=O)NC2=CC(=C(C=C2)Cl)C3=CC=CC=N3)Cl. Drug 2: C1=CC(=C2C(=C1NCCNCCO)C(=O)C3=C(C=CC(=C3C2=O)O)O)NCCNCCO. Cell line: K-562. Synergy scores: CSS=70.4, Synergy_ZIP=15.7, Synergy_Bliss=12.7, Synergy_Loewe=-10.1, Synergy_HSA=15.7. (5) Drug 1: CC1C(C(CC(O1)OC2CC(CC3=C2C(=C4C(=C3O)C(=O)C5=C(C4=O)C(=CC=C5)OC)O)(C(=O)CO)O)N)O.Cl. Drug 2: C(CCl)NC(=O)N(CCCl)N=O. Cell line: DU-145. Synergy scores: CSS=22.7, Synergy_ZIP=-5.55, Synergy_Bliss=-4.87, Synergy_Loewe=-9.57, Synergy_HSA=-6.19.